From a dataset of Forward reaction prediction with 1.9M reactions from USPTO patents (1976-2016). Predict the product of the given reaction. (1) Given the reactants [S:1]1[CH:5]=[CH:4][C:3]2[CH:6]=[CH:7][CH:8]=[CH:9][C:2]1=2.CC([O-])=O.[Na+].[Br:15]Br, predict the reaction product. The product is: [Br:15][C:4]1[C:3]2[CH:6]=[CH:7][CH:8]=[CH:9][C:2]=2[S:1][CH:5]=1. (2) Given the reactants [C:1]([O:5][C:6]([NH:8][C@@H:9]1[C:23](=[O:24])[N:22]2[CH2:25][C@H:26]([OH:28])[CH2:27][C@H:21]2[C:20](=[O:29])[NH:19][C@:18]2([C:31]([O:33][CH2:34][CH3:35])=[O:32])[CH2:30][C@H:17]2[CH:16]=[CH:15][CH2:14][CH2:13][O:12][CH2:11][CH2:10]1)=[O:7])([CH3:4])([CH3:3])[CH3:2].N1([C:41]([N:43]2[CH:47]=[CH:46]N=[CH:44]2)=[O:42])C=CN=C1.C(N(C(C)C)C(C)C)C.Cl.[F:58][C:59]1[CH:67]=CC=[C:64]2[C:60]=1CN[CH2:63]2, predict the reaction product. The product is: [C:1]([O:5][C:6]([NH:8][C@@H:9]1[C:23](=[O:24])[N:22]2[CH2:25][C@H:26]([O:28][C:41]([N:43]3[CH2:44][C:67]4[C:46](=[CH:63][CH:64]=[CH:60][C:59]=4[F:58])[CH2:47]3)=[O:42])[CH2:27][C@H:21]2[C:20](=[O:29])[NH:19][C@:18]2([C:31]([O:33][CH2:34][CH3:35])=[O:32])[CH2:30][C@H:17]2[CH:16]=[CH:15][CH2:14][CH2:13][O:12][CH2:11][CH2:10]1)=[O:7])([CH3:4])([CH3:3])[CH3:2]. (3) Given the reactants [C:1]([C:4]1[C:9]2[N:10]([CH2:13][C:14]([NH:16][C:17]3[CH:22]=[C:21]([C:23]([F:26])([F:25])[F:24])[CH:20]=[C:19]([O:27][CH3:28])[CH:18]=3)=[O:15])[CH:11]=[N:12][C:8]=2[CH:7]=[CH:6][CH:5]=1)(=[O:3])[CH3:2].[CH3:29][Mg]Br, predict the reaction product. The product is: [OH:3][C:1]([C:4]1[C:9]2[N:10]([CH2:13][C:14]([NH:16][C:17]3[CH:22]=[C:21]([C:23]([F:26])([F:25])[F:24])[CH:20]=[C:19]([O:27][CH3:28])[CH:18]=3)=[O:15])[CH:11]=[N:12][C:8]=2[CH:7]=[CH:6][CH:5]=1)([CH3:29])[CH3:2].